From a dataset of Human liver microsome stability data. Regression/Classification. Given a drug SMILES string, predict its absorption, distribution, metabolism, or excretion properties. Task type varies by dataset: regression for continuous measurements (e.g., permeability, clearance, half-life) or binary classification for categorical outcomes (e.g., BBB penetration, CYP inhibition). Dataset: hlm. (1) The compound is COC(=O)Nc1ccc2c(c1)N[C@@H](C(F)(F)F)CCC=CC[C@H](NC(=O)C=Cc1cc(Cl)ccc1-n1cnnn1)c1nc-2c[nH]1. The result is 1 (stable in human liver microsomes). (2) The compound is O=C(O)[C@H]1CC[C@H](C(=O)N2CC[C@@]3(S(=O)(=O)c4cccc(Cl)c4)c4ccc(C(F)(C(F)(F)F)C(F)(F)F)cc4CC[C@@H]23)CC1. The result is 0 (unstable in human liver microsomes). (3) The compound is O=C(N[C@@H](Cc1c[nH]c2ccccc12)C(=O)Nc1ccncc1)c1ccc(N2CCOCC2)cc1F. The result is 1 (stable in human liver microsomes). (4) The compound is CC(=O)O[C@H]1C[C@H]2[C@@H]([C@H](OC(C)=O)C[C@@H]3CC(=O)CC[C@@]32C)[C@@H]2CC[C@H]([C@H](C)CCCNCCNc3ccnc4cc(Cl)ccc34)[C@@]12C. The result is 1 (stable in human liver microsomes). (5) The compound is COc1cc([C@@H]2CCNC[C@@H]2O)ccc1Nc1ncc2ccc(-c3ccccc3OC)n2n1. The result is 0 (unstable in human liver microsomes). (6) The molecule is O=C(c1cc2cc(C3CC3)ccc2[nH]1)N1CC(=O)N(Cc2cccc(CO)c2)[C@@H](Cc2ccccc2)C1. The result is 1 (stable in human liver microsomes).